From a dataset of Forward reaction prediction with 1.9M reactions from USPTO patents (1976-2016). Predict the product of the given reaction. (1) The product is: [F:1][C:2]([F:7])([F:6])[C:3]([OH:5])=[O:4].[CH:8]1([C:11]([N:13]2[CH2:17][CH2:16][C@H:15]([NH:18][CH3:19])[CH2:14]2)=[O:12])[CH2:9][CH2:10]1. Given the reactants [F:1][C:2]([F:7])([F:6])[C:3]([OH:5])=[O:4].[CH:8]1([C:11]([N:13]2[CH2:17][CH2:16][C@H:15]([N:18](C)[C:19](=O)OC(C)(C)C)[CH2:14]2)=[O:12])[CH2:10][CH2:9]1, predict the reaction product. (2) Given the reactants [H-].[H-].[H-].[H-].[Li+].[Al+3].[F:7][C:8]1[CH:9]=[C:10]([CH:14]=[CH:15][C:16]=1[C:17]1[CH:22]=[CH:21][CH:20]=[CH:19][CH:18]=1)[C:11](O)=[O:12].O.[OH-].[K+], predict the reaction product. The product is: [F:7][C:8]1[CH:9]=[C:10]([CH2:11][OH:12])[CH:14]=[CH:15][C:16]=1[C:17]1[CH:22]=[CH:21][CH:20]=[CH:19][CH:18]=1. (3) Given the reactants C(OC([N:8]([C:36]1[N:37]=[C:38]2[CH:44]=[CH:43][N:42]([S:45]([C:48]3[CH:54]=[CH:53][C:51]([CH3:52])=[CH:50][CH:49]=3)(=[O:47])=[O:46])[C:39]2=[N:40][CH:41]=1)[CH2:9][C:10]([CH:12]1[CH:17]([CH3:18])[CH2:16][CH2:15][N:14]([C:19]([O:21][CH2:22][CH:23]2[C:35]3[CH:34]=[CH:33][CH:32]=[CH:31][C:30]=3[C:29]3[C:24]2=[CH:25][CH:26]=[CH:27][CH:28]=3)=[O:20])[CH2:13]1)=[O:11])=O)(C)(C)C.C(O)(C(F)(F)F)=O, predict the reaction product. The product is: [CH3:18][CH:17]1[CH2:16][CH2:15][N:14]([C:19]([O:21][CH2:22][CH:23]2[C:35]3[CH:34]=[CH:33][CH:32]=[CH:31][C:30]=3[C:29]3[C:24]2=[CH:25][CH:26]=[CH:27][CH:28]=3)=[O:20])[CH2:13][CH:12]1[C:10](=[O:11])[CH2:9][NH:8][C:36]1[N:37]=[C:38]2[CH:44]=[CH:43][N:42]([S:45]([C:48]3[CH:49]=[CH:50][C:51]([CH3:52])=[CH:53][CH:54]=3)(=[O:47])=[O:46])[C:39]2=[N:40][CH:41]=1. (4) The product is: [Cl:11][C:8]1[CH:7]=[C:3]2[C:2](=[CH:10][CH:9]=1)[N:1]=[CH:12][N:13]([CH3:14])[C:4]2=[O:5]. Given the reactants [NH2:1][C:2]1[CH:10]=[CH:9][C:8]([Cl:11])=[CH:7][C:3]=1[C:4](O)=[O:5].[CH3:12][NH:13][CH:14]=O, predict the reaction product.